From a dataset of Reaction yield outcomes from USPTO patents with 853,638 reactions. Predict the reaction yield, written as a fraction of the theoretical maximum amount of product (1.0 means a 100% yield; for example, 0.34 means a 34% yield). (1) The reactants are [Br:1][C:2]1[C:11]([O:12][CH3:13])=[C:10]2[C:5]([CH:6]=[CH:7][C:8](O)=[N:9]2)=[CH:4][CH:3]=1.O=P(Cl)(Cl)[Cl:17]. No catalyst specified. The product is [Br:1][C:2]1[C:11]([O:12][CH3:13])=[C:10]2[C:5]([CH:6]=[CH:7][C:8]([Cl:17])=[N:9]2)=[CH:4][CH:3]=1. The yield is 0.840. (2) The reactants are [CH3:1][O:2][C:3](=[O:36])[CH:4]([NH:25]C(OCC1C=CC=CC=1)=O)[CH2:5][C:6]1[CH:14]=[C:13]([CH3:15])[C:12]2[C:8](=[CH:9][N:10]([S:16]([CH2:19][CH2:20][Si:21]([CH3:24])([CH3:23])[CH3:22])(=[O:18])=[O:17])[N:11]=2)[CH:7]=1.[H][H]. The catalyst is [Pd].CO. The product is [CH3:1][O:2][C:3](=[O:36])[C@H:4]([NH2:25])[CH2:5][C:6]1[CH:14]=[C:13]([CH3:15])[C:12]2[C:8](=[CH:9][N:10]([S:16]([CH2:19][CH2:20][Si:21]([CH3:22])([CH3:24])[CH3:23])(=[O:17])=[O:18])[N:11]=2)[CH:7]=1. The yield is 1.00. (3) The reactants are [C:1]1([CH2:7][CH2:8][CH2:9][C:10](Cl)=[O:11])[CH:6]=[CH:5][CH:4]=[CH:3][CH:2]=1.[CH3:13][O:14][C:15]1[CH:20]=[CH:19][CH:18]=[CH:17][CH:16]=1. The catalyst is ClCCl.[Al+3].[Cl-].[Cl-].[Cl-]. The product is [CH3:13][O:14][C:15]1[CH:20]=[CH:19][C:18]([C:10](=[O:11])[CH2:9][CH2:8][CH2:7][C:1]2[CH:6]=[CH:5][CH:4]=[CH:3][CH:2]=2)=[CH:17][CH:16]=1. The yield is 0.575. (4) The reactants are [CH3:1][O:2][C:3](=[O:33])[CH2:4][CH2:5][C:6]1[CH:11]=[CH:10][C:9]([C:12]2[CH:17]=[CH:16][C:15]([CH2:18][CH:19]([NH:25]C(OC(C)(C)C)=O)[C:20](=[O:24])[N:21]([CH3:23])[CH3:22])=[CH:14][CH:13]=2)=[CH:8][CH:7]=1.C(Cl)[Cl:35]. No catalyst specified. The product is [ClH:35].[CH3:1][O:2][C:3](=[O:33])[CH2:4][CH2:5][C:6]1[CH:7]=[CH:8][C:9]([C:12]2[CH:17]=[CH:16][C:15]([CH2:18][CH:19]([NH2:25])[C:20](=[O:24])[N:21]([CH3:22])[CH3:23])=[CH:14][CH:13]=2)=[CH:10][CH:11]=1. The yield is 0.948. (5) The reactants are [S:1]1[C:5]2[CH:6]=[CH:7][CH:8]=[CH:9][C:4]=2[N:3]=[C:2]1[C:10](=[C:13](SC)[S:14][CH3:15])[C:11]#[N:12].O.[NH2:19][NH2:20].O. The catalyst is C(O)C. The product is [S:1]1[C:5]2[CH:6]=[CH:7][CH:8]=[CH:9][C:4]=2[N:3]=[C:2]1[C:10]1[C:11]([NH2:12])=[N:19][NH:20][C:13]=1[S:14][CH3:15]. The yield is 0.440. (6) The reactants are [CH3:1][O:2][C:3]([NH:5][C@H:6]([C:10]([N:12]1[CH:16]([C:17](O)=[O:18])[CH2:15][C:14]2([CH2:24][CH2:23][S:22](=[O:26])(=[O:25])[CH2:21][CH2:20]2)[CH2:13]1)=[O:11])[CH:7]([CH3:9])[CH3:8])=[O:4].C1C2(OCCCO2)C[C@@H](C2NC=C([C:42]3[CH:47]=[CH:46][C:45]([C:48]4[CH:53]=[CH:52][C:51]([C:54]5[N:55]=[C:56]([C@@H:59]6[CH2:63][CH2:62][CH2:61][N:60]6[C:64]([C@@H:66]([NH:70][C:71](=[O:74])[O:72][CH3:73])[CH:67]([CH3:69])[CH3:68])=[O:65])[NH:57][CH:58]=5)=[CH:50][CH:49]=4)=[CH:44][CH:43]=3)N=2)N1. No catalyst specified. The product is [CH3:68][CH:67]([CH3:69])[C@H:66]([NH:70][C:71](=[O:74])[O:72][CH3:73])[C:64]([N:60]1[CH2:61][CH2:62][CH2:63][C@H:59]1[C:56]1[NH:57][CH:58]=[C:54]([C:51]2[CH:50]=[CH:49][C:48]([C:45]3[CH:44]=[CH:43][C:42]([C:10](=[O:11])[CH2:6][NH:5][C:17]([CH:16]4[CH2:15][C:14]5([CH2:20][CH2:21][S:22](=[O:26])(=[O:25])[CH2:23][CH2:24]5)[CH2:13][N:12]4[C:10](=[O:11])[C@@H:6]([NH:5][C:3]([O:2][CH3:1])=[O:4])[CH:7]([CH3:9])[CH3:8])=[O:18])=[CH:47][CH:46]=3)=[CH:53][CH:52]=2)[N:55]=1)=[O:65]. The yield is 0.490.